Dataset: Serine/threonine kinase 33 screen with 319,792 compounds. Task: Binary Classification. Given a drug SMILES string, predict its activity (active/inactive) in a high-throughput screening assay against a specified biological target. (1) The molecule is O1C(C(CN(C(CO)C)C(=O)c2c1c(NC(=O)Nc1cc3OCOc3cc1)ccc2)C)CN(C)C(=O)Nc1cc2OCOc2cc1. The result is 0 (inactive). (2) The molecule is s1nc2c(NC(=O)c3ccc([N+]([O-])=O)cc3)c(ccc2n1)C. The result is 0 (inactive).